The task is: Predict the reaction yield, written as a fraction of the theoretical maximum amount of product (1.0 means a 100% yield; for example, 0.34 means a 34% yield).. This data is from Reaction yield outcomes from USPTO patents with 853,638 reactions. (1) The catalyst is CCCCO. The reactants are Cl[C:2]1[N:7]=[C:6]([CH3:8])[N:5]=[C:4]([NH:9][C:10]2[S:11][C:12]([S:15][C:16]3[CH:21]=[CH:20][N:19]=[C:18]([C:22]([OH:24])=[O:23])[CH:17]=3)=[CH:13][N:14]=2)[CH:3]=1.[N:25]1([CH2:31][CH2:32][OH:33])[CH2:30][CH2:29][NH:28][CH2:27][CH2:26]1.CCN(C(C)C)C(C)C. The product is [OH:33][CH2:32][CH2:31][N:25]1[CH2:30][CH2:29][N:28]([C:2]2[N:7]=[C:6]([CH3:8])[N:5]=[C:4]([NH:9][C:10]3[S:11][C:12]([S:15][C:16]4[CH:21]=[CH:20][N:19]=[C:18]([C:22]([OH:24])=[O:23])[CH:17]=4)=[CH:13][N:14]=3)[CH:3]=2)[CH2:27][CH2:26]1. The yield is 0.690. (2) The reactants are [CH3:1][C:2]1[CH:8]=[CH:7][C:5]([NH2:6])=[C:4]([F:9])[CH:3]=1.[Br:10]N1C(=O)CCC1=O.O. The product is [Br:10][C:7]1[CH:8]=[C:2]([CH3:1])[CH:3]=[C:4]([F:9])[C:5]=1[NH2:6]. The yield is 0.980. The catalyst is C(O)(=O)C. (3) The reactants are [OH:1]O.[CH:3]1([C:6]2[N:10](C(=O)C)[N:9]=[C:8]([NH:14][C:15]3[C:20](B4OC(C)(C)C(C)(C)O4)=[CH:19][N:18]=[C:17]([C:30]4[CH:35]=[CH:34][CH:33]=[CH:32][CH:31]=4)[N:16]=3)[CH:7]=2)[CH2:5][CH2:4]1.O. The catalyst is C1COCC1. The product is [CH:3]1([C:6]2[NH:10][N:9]=[C:8]([NH:14][C:15]3[C:20]([OH:1])=[CH:19][N:18]=[C:17]([C:30]4[CH:35]=[CH:34][CH:33]=[CH:32][CH:31]=4)[N:16]=3)[CH:7]=2)[CH2:5][CH2:4]1. The yield is 0.0800. (4) The reactants are [F:1][C:2]1[CH:7]=[CH:6][C:5]([C:8]2[NH:12][N:11]=[C:10]([C:13]([N:15]3[CH2:20][CH2:19][N:18]([C:21](OC(C)(C)C)=O)[CH2:17][CH2:16]3)=O)[C:9]=2[C:28]2[CH:33]=[CH:32][N:31]=[CH:30][CH:29]=2)=[CH:4][CH:3]=1.[OH-].[K+].CO.C(OCC)(=O)C.[NH4+].[OH-]. The catalyst is O1CCCC1.[H-].[H-].[H-].[H-].[Li+].[Al+3].O.C(OCC)(=O)C. The product is [F:1][C:2]1[CH:3]=[CH:4][C:5]([C:8]2[NH:12][N:11]=[C:10]([CH2:13][N:15]3[CH2:16][CH2:17][N:18]([CH3:21])[CH2:19][CH2:20]3)[C:9]=2[C:28]2[CH:29]=[CH:30][N:31]=[CH:32][CH:33]=2)=[CH:6][CH:7]=1. The yield is 0.501. (5) The reactants are [Br:1][C:2]1[CH:3]=[C:4]([C:8]([NH:12][C:13](=[O:16])[CH2:14]Cl)([CH3:11])[CH2:9][OH:10])[CH:5]=[CH:6][CH:7]=1.CC([O-])(C)C.[K+].CO. The catalyst is CC(O)(CC)C. The product is [Br:1][C:2]1[CH:3]=[C:4]([C:8]2([CH3:11])[NH:12][C:13](=[O:16])[CH2:14][O:10][CH2:9]2)[CH:5]=[CH:6][CH:7]=1. The yield is 0.880. (6) The reactants are [Li]CCCC.Br[C:7]1[CH:8]=[N:9][CH:10]=[CH:11][CH:12]=1.[Cl:13][C:14]1[CH:19]=[CH:18][C:17]([C:20]([C:22]2[CH:23]=[CH:24][C:25]3[N:31]4[N:32]=[N:33][N:34]=[C:30]4[CH2:29][S:28][CH:27]([C:35]4[CH:40]=[CH:39][CH:38]=[C:37]([Cl:41])[CH:36]=4)[C:26]=3[CH:42]=2)=[O:21])=[CH:16][CH:15]=1.CCOC(C)=O. The catalyst is C(OCC)C.C1COCC1. The product is [Cl:41][C:37]1[CH:36]=[C:35]([CH:27]2[C:26]3[CH:42]=[C:22]([C:20]([C:17]4[CH:18]=[CH:19][C:14]([Cl:13])=[CH:15][CH:16]=4)([C:7]4[CH:8]=[N:9][CH:10]=[CH:11][CH:12]=4)[OH:21])[CH:23]=[CH:24][C:25]=3[N:31]3[N:32]=[N:33][N:34]=[C:30]3[CH2:29][S:28]2)[CH:40]=[CH:39][CH:38]=1. The yield is 0.0600. (7) The reactants are [C:1]([C:4]1[CH:9]=[CH:8][C:7]([C:10]2[C:18]3[C:13](=[CH:14][CH:15]=[CH:16][CH:17]=3)[N:12]([CH2:19][C:20]3[CH:21]=[C:22]([C:27]4[CH:32]=[CH:31][C:30]([C:33]([O:35]C)=[O:34])=[CH:29][CH:28]=4)[CH:23]=[CH:24][C:25]=3[CH3:26])[C:11]=2[C:37]([O:39]CC)=[O:38])=[CH:6][CH:5]=1)(=[O:3])[CH3:2].[OH-].[Na+]. The catalyst is C1COCC1.CO. The product is [C:1]([C:4]1[CH:9]=[CH:8][C:7]([C:10]2[C:18]3[C:13](=[CH:14][CH:15]=[CH:16][CH:17]=3)[N:12]([CH2:19][C:20]3[CH:21]=[C:22]([C:27]4[CH:28]=[CH:29][C:30]([C:33]([OH:35])=[O:34])=[CH:31][CH:32]=4)[CH:23]=[CH:24][C:25]=3[CH3:26])[C:11]=2[C:37]([OH:39])=[O:38])=[CH:6][CH:5]=1)(=[O:3])[CH3:2]. The yield is 0.670. (8) The reactants are [S:1]1[CH:5]=[CH:4][CH:3]=[C:2]1[C:6]1O[C:10](=[O:12])[C:9]2[CH2:13][CH2:14][CH2:15][CH2:16][C:8]=2[N:7]=1.[F:17][C:18]1[CH:19]=[C:20]([CH2:24][CH2:25][NH2:26])[CH:21]=[CH:22][CH:23]=1. The catalyst is CC(O)=O. The product is [F:17][C:18]1[CH:19]=[C:20]([CH2:24][CH2:25][N:26]2[C:10](=[O:12])[C:9]3[CH2:13][CH2:14][CH2:15][CH2:16][C:8]=3[N:7]=[C:6]2[C:2]2[S:1][CH:5]=[CH:4][CH:3]=2)[CH:21]=[CH:22][CH:23]=1. The yield is 0.400. (9) The reactants are Br[C:2]1[C:3]([C:26]2[CH:27]=[N:28][N:29]3[CH:34]=[CH:33][CH:32]=[CH:31][C:30]=23)=[N:4][C:5]([NH:8][C:9]2[CH:14]=[CH:13][C:12]([CH:15]3[CH2:20][CH2:19][N:18]([C:21](=[O:23])[CH3:22])[CH2:17][CH2:16]3)=[CH:11][C:10]=2[O:24][CH3:25])=[N:6][CH:7]=1.[C:35]([Zn]C#N)#[N:36].CC1(C)C2C=CC=C(P(C3C=CC=CC=3)C3C=CC=CC=3)C=2OC2C1=CC=CC=2P(C1C=CC=CC=1)C1C=CC=CC=1. The catalyst is CC(N(C)C)=O.[Zn].C1C=CC(/C=C/C(/C=C/C2C=CC=CC=2)=O)=CC=1.C1C=CC(/C=C/C(/C=C/C2C=CC=CC=2)=O)=CC=1.C1C=CC(/C=C/C(/C=C/C2C=CC=CC=2)=O)=CC=1.[Pd].[Pd]. The product is [C:21]([N:18]1[CH2:19][CH2:20][CH:15]([C:12]2[CH:13]=[CH:14][C:9]([NH:8][C:5]3[N:4]=[C:3]([C:26]4[CH:27]=[N:28][N:29]5[CH:34]=[CH:33][CH:32]=[CH:31][C:30]=45)[C:2]([C:35]#[N:36])=[CH:7][N:6]=3)=[C:10]([O:24][CH3:25])[CH:11]=2)[CH2:16][CH2:17]1)(=[O:23])[CH3:22]. The yield is 0.130.